From a dataset of Full USPTO retrosynthesis dataset with 1.9M reactions from patents (1976-2016). Predict the reactants needed to synthesize the given product. (1) Given the product [CH2:54]([O:56][C@H:57]([CH3:60])[CH2:58][O:59][CH2:2][C:3]1[CH:8]=[CH:7][C:6]([C@H:9]2[CH2:14][C@@H:13]([CH2:15][O:16][Si:17]([CH:24]([CH3:26])[CH3:25])([CH:21]([CH3:23])[CH3:22])[CH:18]([CH3:20])[CH3:19])[NH:12][CH2:11][C@@H:10]2[O:27][CH:28]([C:39]2[CH:40]=[CH:41][C:42]3[O:47][CH2:46][CH2:45][N:44]([CH2:48][CH2:49][CH2:50][O:51][CH3:52])[C:43]=3[CH:53]=2)[S:29]([C:32]2[CH:37]=[CH:36][C:35]([CH3:38])=[CH:34][CH:33]=2)(=[O:31])=[O:30])=[CH:5][CH:4]=1)[CH3:55], predict the reactants needed to synthesize it. The reactants are: Cl[CH2:2][C:3]1[CH:8]=[CH:7][C:6]([C@H:9]2[CH2:14][C@@H:13]([CH2:15][O:16][Si:17]([CH:24]([CH3:26])[CH3:25])([CH:21]([CH3:23])[CH3:22])[CH:18]([CH3:20])[CH3:19])[NH:12][CH2:11][C@@H:10]2[O:27][CH:28]([C:39]2[CH:40]=[CH:41][C:42]3[O:47][CH2:46][CH2:45][N:44]([CH2:48][CH2:49][CH2:50][O:51][CH3:52])[C:43]=3[CH:53]=2)[S:29]([C:32]2[CH:37]=[CH:36][C:35]([CH3:38])=[CH:34][CH:33]=2)(=[O:31])=[O:30])=[CH:5][CH:4]=1.[CH2:54]([O:56][C@H:57]([CH3:60])[CH2:58][OH:59])[CH3:55].[H-].[Na+]. (2) The reactants are: [Br:1][C:2]1[N:6]=[C:5](Br)[N:4]([CH3:8])[N:3]=1.C([Li])CCC.[CH:14](=[O:16])[CH3:15]. Given the product [Br:1][C:2]1[N:6]=[C:5]([CH:14]([OH:16])[CH3:15])[N:4]([CH3:8])[N:3]=1, predict the reactants needed to synthesize it. (3) Given the product [OH:1][C:2]1[CH:7]=[CH:6][C:5]([C:8]2[CH:9]=[C:10]([C:12]3[CH:32]=[CH:31][C:15]([O:16][CH2:17][CH:18]4[CH2:19][CH2:20][NH:21][CH2:22][CH2:23]4)=[CH:14][C:13]=3[CH3:33])[NH:39][C:37](=[O:38])[N:36]=2)=[CH:4][C:3]=1[CH3:34], predict the reactants needed to synthesize it. The reactants are: [OH:1][C:2]1[CH:7]=[CH:6][C:5](/[CH:8]=[CH:9]/[C:10]([C:12]2[CH:32]=[CH:31][C:15]([O:16][CH2:17][CH:18]3[CH2:23][CH2:22][N:21](C(OC(C)(C)C)=O)[CH2:20][CH2:19]3)=[CH:14][C:13]=2[CH3:33])=O)=[CH:4][C:3]=1[CH3:34].Cl.[NH2:36][C:37]([NH2:39])=[O:38]. (4) Given the product [CH2:23]([N:19]1[C:18](=[O:25])[C:17]2([CH2:26][CH2:27][CH2:28][N:15]([CH:12]3[CH2:11][CH2:10][N:9]([C:7]([C:6]4[C:5]5[CH:29]=[CH:30][CH:31]=[CH:32][C:4]=5[S:3][C:2]=4[NH:1][C:35]([NH2:37])=[O:36])=[O:8])[CH2:14][CH2:13]3)[CH2:16]2)[S:21][C:20]1=[O:22])[CH3:24], predict the reactants needed to synthesize it. The reactants are: [NH2:1][C:2]1[S:3][C:4]2[CH:32]=[CH:31][CH:30]=[CH:29][C:5]=2[C:6]=1[C:7]([N:9]1[CH2:14][CH2:13][CH:12]([N:15]2[CH2:28][CH2:27][CH2:26][C:17]3([S:21][C:20](=[O:22])[N:19]([CH2:23][CH3:24])[C:18]3=[O:25])[CH2:16]2)[CH2:11][CH2:10]1)=[O:8].ClC(Cl)(Cl)[C:35]([N:37]=C=O)=[O:36].C(OC(C)C)(C)C. (5) Given the product [C:1]([N:4]1[C:13]2[C:8](=[CH:9][CH:10]=[CH:11][CH:12]=2)[CH:7]([NH:14][C:15]2[CH:20]=[CH:19][C:18]([CH2:21][O:22][Si:23]([C:36]([CH3:39])([CH3:38])[CH3:37])([C:24]3[CH:29]=[CH:28][CH:27]=[CH:26][CH:25]=3)[C:30]3[CH:31]=[CH:32][CH:33]=[CH:34][CH:35]=3)=[CH:17][CH:16]=2)[CH2:6][CH:5]1[CH3:40])(=[O:3])[CH3:2], predict the reactants needed to synthesize it. The reactants are: [C:1]([N:4]1[C:13]2[C:8](=[CH:9][CH:10]=[CH:11][CH:12]=2)[C:7](=[N:14][C:15]2[CH:20]=[CH:19][C:18]([CH2:21][O:22][Si:23]([C:36]([CH3:39])([CH3:38])[CH3:37])([C:30]3[CH:35]=[CH:34][CH:33]=[CH:32][CH:31]=3)[C:24]3[CH:29]=[CH:28][CH:27]=[CH:26][CH:25]=3)=[CH:17][CH:16]=2)[CH2:6][CH:5]1[CH3:40])(=[O:3])[CH3:2].[BH4-].[Na+].O.O.O.O.O.O.O.[Cl-].[Cl-].[Cl-].[Ce+3].Cl.C(=O)([O-])O.[Na+]. (6) The reactants are: C[O:2][C:3](=[O:40])[CH:4]([NH:32][C:33]([O:35][C:36]([CH3:39])([CH3:38])[CH3:37])=[O:34])[CH2:5][S:6][CH2:7][C:8]1[CH:13]=[CH:12][C:11]([C:14]2[N:19]=[C:18]([C:20]3[CH:25]=[CH:24][CH:23]=[CH:22][CH:21]=3)[CH:17]=[C:16]([C:26]3[CH:31]=[CH:30][CH:29]=[CH:28][CH:27]=3)[N:15]=2)=[CH:10][CH:9]=1.CO.[OH-].[K+]. Given the product [C:36]([O:35][C:33]([NH:32][CH:4]([CH2:5][S:6][CH2:7][C:8]1[CH:13]=[CH:12][C:11]([C:14]2[N:19]=[C:18]([C:20]3[CH:25]=[CH:24][CH:23]=[CH:22][CH:21]=3)[CH:17]=[C:16]([C:26]3[CH:27]=[CH:28][CH:29]=[CH:30][CH:31]=3)[N:15]=2)=[CH:10][CH:9]=1)[C:3]([OH:40])=[O:2])=[O:34])([CH3:39])([CH3:37])[CH3:38], predict the reactants needed to synthesize it. (7) Given the product [CH3:10][N:11]1[CH:15]=[C:14]([C:2]2[CH:7]=[CH:6][N:5]=[C:4]([S:8][CH3:9])[N:3]=2)[CH:13]=[N:12]1, predict the reactants needed to synthesize it. The reactants are: Cl[C:2]1[CH:7]=[CH:6][N:5]=[C:4]([S:8][CH3:9])[N:3]=1.[CH3:10][N:11]1[CH:15]=[C:14](B2OC(C)(C)C(C)(C)O2)[CH:13]=[N:12]1.